This data is from Merck oncology drug combination screen with 23,052 pairs across 39 cell lines. The task is: Regression. Given two drug SMILES strings and cell line genomic features, predict the synergy score measuring deviation from expected non-interaction effect. (1) Drug 1: CCN(CC)CCNC(=O)c1c(C)[nH]c(C=C2C(=O)Nc3ccc(F)cc32)c1C. Drug 2: C#Cc1cccc(Nc2ncnc3cc(OCCOC)c(OCCOC)cc23)c1. Cell line: RKO. Synergy scores: synergy=9.89. (2) Drug 1: O=C(NOCC(O)CO)c1ccc(F)c(F)c1Nc1ccc(I)cc1F. Drug 2: COC1CC2CCC(C)C(O)(O2)C(=O)C(=O)N2CCCCC2C(=O)OC(C(C)CC2CCC(OP(C)(C)=O)C(OC)C2)CC(=O)C(C)C=C(C)C(O)C(OC)C(=O)C(C)CC(C)C=CC=CC=C1C. Cell line: RPMI7951. Synergy scores: synergy=70.2. (3) Drug 1: O=S1(=O)NC2(CN1CC(F)(F)F)C1CCC2Cc2cc(C=CCN3CCC(C(F)(F)F)CC3)ccc2C1. Drug 2: Cn1nnc2c(C(N)=O)ncn2c1=O. Cell line: EFM192B. Synergy scores: synergy=-26.0. (4) Drug 1: CC(=O)OC1C(=O)C2(C)C(O)CC3OCC3(OC(C)=O)C2C(OC(=O)c2ccccc2)C2(O)CC(OC(=O)C(O)C(NC(=O)c3ccccc3)c3ccccc3)C(C)=C1C2(C)C. Drug 2: Cn1c(=O)n(-c2ccc(C(C)(C)C#N)cc2)c2c3cc(-c4cnc5ccccc5c4)ccc3ncc21. Cell line: LOVO. Synergy scores: synergy=-0.172. (5) Synergy scores: synergy=3.03. Cell line: SKMEL30. Drug 1: COc1cc(C2c3cc4c(cc3C(OC3OC5COC(C)OC5C(O)C3O)C3COC(=O)C23)OCO4)cc(OC)c1O. Drug 2: CCc1cnn2c(NCc3ccc[n+]([O-])c3)cc(N3CCCCC3CCO)nc12.